Dataset: NCI-60 drug combinations with 297,098 pairs across 59 cell lines. Task: Regression. Given two drug SMILES strings and cell line genomic features, predict the synergy score measuring deviation from expected non-interaction effect. (1) Drug 1: C1=CC(=CC=C1C#N)C(C2=CC=C(C=C2)C#N)N3C=NC=N3. Drug 2: CN(C(=O)NC(C=O)C(C(C(CO)O)O)O)N=O. Cell line: SN12C. Synergy scores: CSS=-1.10, Synergy_ZIP=1.75, Synergy_Bliss=1.52, Synergy_Loewe=0.0746, Synergy_HSA=-1.46. (2) Drug 1: CC1C(C(=O)NC(C(=O)N2CCCC2C(=O)N(CC(=O)N(C(C(=O)O1)C(C)C)C)C)C(C)C)NC(=O)C3=C4C(=C(C=C3)C)OC5=C(C(=O)C(=C(C5=N4)C(=O)NC6C(OC(=O)C(N(C(=O)CN(C(=O)C7CCCN7C(=O)C(NC6=O)C(C)C)C)C)C(C)C)C)N)C. Drug 2: CC=C1C(=O)NC(C(=O)OC2CC(=O)NC(C(=O)NC(CSSCCC=C2)C(=O)N1)C(C)C)C(C)C. Cell line: SF-295. Synergy scores: CSS=28.4, Synergy_ZIP=-4.32, Synergy_Bliss=-3.28, Synergy_Loewe=-32.8, Synergy_HSA=-3.93. (3) Cell line: SK-MEL-2. Synergy scores: CSS=15.5, Synergy_ZIP=0.511, Synergy_Bliss=7.86, Synergy_Loewe=1.90, Synergy_HSA=2.85. Drug 1: CC1=C(C(=CC=C1)Cl)NC(=O)C2=CN=C(S2)NC3=CC(=NC(=N3)C)N4CCN(CC4)CCO. Drug 2: C1CN1C2=NC(=NC(=N2)N3CC3)N4CC4. (4) Drug 1: CC1=C(C=C(C=C1)C(=O)NC2=CC(=CC(=C2)C(F)(F)F)N3C=C(N=C3)C)NC4=NC=CC(=N4)C5=CN=CC=C5. Drug 2: CS(=O)(=O)OCCCCOS(=O)(=O)C. Cell line: HOP-62. Synergy scores: CSS=19.8, Synergy_ZIP=-7.67, Synergy_Bliss=-11.9, Synergy_Loewe=-14.0, Synergy_HSA=-7.24. (5) Drug 1: CC(CN1CC(=O)NC(=O)C1)N2CC(=O)NC(=O)C2. Drug 2: C(CC(=O)O)C(=O)CN.Cl. Cell line: NCI-H226. Synergy scores: CSS=4.85, Synergy_ZIP=-3.31, Synergy_Bliss=1.11, Synergy_Loewe=-0.0882, Synergy_HSA=1.88. (6) Drug 1: C1CC(=O)NC(=O)C1N2C(=O)C3=CC=CC=C3C2=O. Drug 2: CCC1(C2=C(COC1=O)C(=O)N3CC4=CC5=C(C=CC(=C5CN(C)C)O)N=C4C3=C2)O.Cl. Cell line: SW-620. Synergy scores: CSS=4.70, Synergy_ZIP=-12.4, Synergy_Bliss=-22.3, Synergy_Loewe=-40.4, Synergy_HSA=-20.3. (7) Synergy scores: CSS=46.1, Synergy_ZIP=-3.23, Synergy_Bliss=-5.98, Synergy_Loewe=-10.7, Synergy_HSA=-2.74. Drug 1: C1CCC(CC1)NC(=O)N(CCCl)N=O. Cell line: HCT116. Drug 2: CN(CC1=CN=C2C(=N1)C(=NC(=N2)N)N)C3=CC=C(C=C3)C(=O)NC(CCC(=O)O)C(=O)O. (8) Drug 1: CN1C(=O)N2C=NC(=C2N=N1)C(=O)N. Drug 2: CN1C2=C(C=C(C=C2)N(CCCl)CCCl)N=C1CCCC(=O)O.Cl. Cell line: OVCAR-4. Synergy scores: CSS=0.909, Synergy_ZIP=-0.455, Synergy_Bliss=0.779, Synergy_Loewe=-0.577, Synergy_HSA=0.0634. (9) Drug 1: C1=CN(C(=O)N=C1N)C2C(C(C(O2)CO)O)O.Cl. Drug 2: C1CN(CCN1C(=O)CCBr)C(=O)CCBr. Cell line: SNB-75. Synergy scores: CSS=13.0, Synergy_ZIP=-3.45, Synergy_Bliss=1.97, Synergy_Loewe=4.62, Synergy_HSA=4.58. (10) Drug 1: C1=C(C(=O)NC(=O)N1)N(CCCl)CCCl. Drug 2: CS(=O)(=O)OCCCCOS(=O)(=O)C. Cell line: KM12. Synergy scores: CSS=7.28, Synergy_ZIP=-5.86, Synergy_Bliss=-8.10, Synergy_Loewe=-2.69, Synergy_HSA=-2.54.